Dataset: Experimentally validated miRNA-target interactions with 360,000+ pairs, plus equal number of negative samples. Task: Binary Classification. Given a miRNA mature sequence and a target amino acid sequence, predict their likelihood of interaction. (1) The miRNA is hsa-miR-133a-5p with sequence AGCUGGUAAAAUGGAACCAAAU. The protein sequence of the target gene is MSRQAKDDFLRHYTVSDPRTHPKGYTEYKVTAQFISKKDPEDVKEVVVWKRYSDFRKLHGDLAYTHRNLFRRLEEFPAFPRAQVFGRFEASVIEERRKGAEDLLRFTVHIPALNNSPQLKEFFRGGEVTRPLEVSRDLHILPPPLIPTPPPDDPRLSQLLPAERRGLEELEVPVDPPPSSPAQEALDLLFNCESTEEASGSPARGPLTEAELALFDPFSKEEGAAPSPTHVAELATMEVESARLDQEPWEPGGQEEEEDGEGGPTPAYLSQATELITQALRDEKAGAYAAALQGYRDGVH.... Result: 0 (no interaction). (2) The miRNA is mmu-miR-3095-3p with sequence UGGACACUGGAGAGAGAGCUUUU. The protein sequence of the target gene is MSGIKRTIKETDPDYEDVSVALPNKRHKAIENSARDAAVQKIETIIKEQFALEMKNKEHEIEVIDQRLIEARRMMDKLRACIVANYYASAGLLKVSEGSKTCDTMVFNHPAIKKFLESPSRSSSPANQRAETPSANHSESDSLSQHNDFLSDKDNNSNMDIEERLSNNMEQRPSRNTGRDTSRITGSHKTEQRNADLTDETSRLFVKKTIVVGNVSKYIPPDKREENDQSTHKWMVYVRGSRREPSINHFVKKVWFFLHPSYKPNDLVEVREPPFHLTRRGWGEFPVRVQVHFKDSQNKR.... Result: 0 (no interaction). (3) The miRNA is hsa-miR-5787 with sequence GGGCUGGGGCGCGGGGAGGU. The protein sequence of the target gene is MTPGTQSPFFLLLLLTVLTVVTGSGHASSTPGGEKETSATQRSSVPSSTEKNAVSMTSSVLSSHSPGSGSSTTQGQDVTLAPATEPASGSAATWGQDVTSVPVTRPALGSTTPPAHDVTSAPDNKPAPGSTAPPAHGVTSAPDTRPAPGSTAPPAHGVTSAPDTRPAPGSTAPPAHGVTSAPDTRPAPGSTAPPAHGVTSAPDTRPAPGSTAPPAHGVTSAPDTRPAPGSTAPPAHGVTSAPDTRPAPGSTAPPAHGVTSAPDTRPAPGSTAPPAHGVTSAPDTRPAPGSTAPPAHGVTS.... Result: 0 (no interaction). (4) The miRNA is hsa-miR-6768-5p with sequence CACACAGGAAAAGCGGGGCCCUG. The protein sequence of the target gene is MKAPIPHLILLYATFTQSLKVVTKRGSADGCTDWSIDIKKYQVLVGEPVRIKCALFYGYIRTNYSLAQSAGLSLMWYKSSGPGDFEEPIAFDGSRMSKEEDSIWFRPTLLQDSGLYACVIRNSTYCMKVSISLTVGENDTGLCYNSKMKYFEKAELSKSKEISCRDIEDFLLPTREPEILWYKECRTKTWRPSIVFKRDTLLIREVREDDIGNYTCELKYGGFVVRRTTELTVTAPLTDKPPKLLYPMESKLTIQETQLGDSANLTCRAFFGYSGDVSPLIYWMKGEKFIEDLDENRVWE.... Result: 1 (interaction). (5) The miRNA is hsa-miR-3658 with sequence UUUAAGAAAACACCAUGGAGAU. The protein sequence of the target gene is MSTLLLNLDFGEPPPKKALEGNAKHRNFVKKRRLLERRGFLSKKNQPPSKAPKLHSEPSKKGETPTVDGTWKTPSFPKKKTAASSNGSGQPLDKKAAVSWLTPAPSKKADSVAAKVDLLGEFQSALPKINSHPTRSQKKSSQKKSSKKNHPQKNAPQNSTQAHSENKCSGASQKLPRKMVAIDCEMVGTGPKGHVSSLARCSIVNYNGDVLYDEYILPPCHIVDYRTRWSGIRKQHMVNATPFKIARGQILKILTGKIVVGHAIHNDFKALQYFHPKSLTRDTSHIPPLNRKADCPENAT.... Result: 1 (interaction).